This data is from Reaction yield outcomes from USPTO patents with 853,638 reactions. The task is: Predict the reaction yield, written as a fraction of the theoretical maximum amount of product (1.0 means a 100% yield; for example, 0.34 means a 34% yield). The reactants are Br[C:2]1[CH:7]=[CH:6][CH:5]=[CH:4][C:3]=1[N+:8]([O-:10])=[O:9].[C:11](=[O:14])([O-])[O-].[Cs+].[Cs+]. The catalyst is C1(C)C=CC=CC=1.C(OCC)(=O)C. The product is [N+:8]([C:3]1[CH:4]=[CH:5][CH:6]=[CH:7][C:2]=1[O:14][C:11]1[CH:5]=[CH:6][CH:7]=[CH:2][C:3]=1[N+:8]([O-:10])=[O:9])([O-:10])=[O:9]. The yield is 0.110.